Dataset: Forward reaction prediction with 1.9M reactions from USPTO patents (1976-2016). Task: Predict the product of the given reaction. (1) Given the reactants [NH2:1][C:2]([CH3:6])([CH3:5])[CH2:3][OH:4].[H-].[Na+].[N+:9]([C:12]1[CH:19]=[CH:18][CH:17]=[C:16]([N+]([O-])=O)[C:13]=1[C:14]#[N:15])([O-:11])=[O:10], predict the reaction product. The product is: [NH2:1][C:2]([CH3:6])([CH3:5])[CH2:3][O:4][C:16]1[CH:17]=[CH:18][CH:19]=[C:12]([N+:9]([O-:11])=[O:10])[C:13]=1[C:14]#[N:15]. (2) Given the reactants Cl.[NH2:2][C@@H:3]1[CH2:8][CH2:7][C@H:6]([NH:9][C:10]([C:12]2[C:16]3[N:17]=[CH:18][N:19]=[C:20]([C:21]4[CH:26]=[C:25]([CH2:27][CH3:28])[CH:24]=[CH:23][C:22]=4[O:29][CH2:30][CH:31]4[CH2:33][CH2:32]4)[C:15]=3[NH:14][C:13]=2[CH3:34])=[O:11])[CH2:5][CH2:4]1.[C:35](Cl)(=[O:38])[CH2:36][CH3:37], predict the reaction product. The product is: [CH:31]1([CH2:30][O:29][C:22]2[CH:23]=[CH:24][C:25]([CH2:27][CH3:28])=[CH:26][C:21]=2[C:20]2[C:15]3[NH:14][C:13]([CH3:34])=[C:12]([C:10]([NH:9][C@H:6]4[CH2:7][CH2:8][C@@H:3]([NH:2][C:35](=[O:38])[CH2:36][CH3:37])[CH2:4][CH2:5]4)=[O:11])[C:16]=3[N:17]=[CH:18][N:19]=2)[CH2:32][CH2:33]1. (3) Given the reactants P(Cl)(Cl)([Cl:3])=O.N1C2C(=CC=CC=2)C=CC=1.[C:16]([C:18]1[C:19](O)=[N:20][CH:21]=[C:22]([C:24]([F:27])([F:26])[F:25])[CH:23]=1)#[N:17].C(=O)(O)[O-].[Na+], predict the reaction product. The product is: [Cl:3][C:19]1[C:18]([C:16]#[N:17])=[CH:23][C:22]([C:24]([F:27])([F:26])[F:25])=[CH:21][N:20]=1. (4) Given the reactants [CH2:1]([O:8][C:9]([NH:11][S:12]([C:15]1[CH:23]=[CH:22][C:18]([C:19](O)=[O:20])=[CH:17][CH:16]=1)(=[O:14])=[O:13])=[O:10])[C:2]1[CH:7]=[CH:6][CH:5]=[CH:4][CH:3]=1.C(Cl)(=O)C([Cl:27])=O, predict the reaction product. The product is: [Cl:27][C:19]([C:18]1[CH:22]=[CH:23][C:15]([S:12]([NH:11][C:9](=[O:10])[O:8][CH2:1][C:2]2[CH:7]=[CH:6][CH:5]=[CH:4][CH:3]=2)(=[O:14])=[O:13])=[CH:16][CH:17]=1)=[O:20].